This data is from Forward reaction prediction with 1.9M reactions from USPTO patents (1976-2016). The task is: Predict the product of the given reaction. Given the reactants [OH:1][CH2:2][CH2:3][CH2:4][O:5][C:6]1[CH:11]=[CH:10][C:9]([CH2:12][C@H:13]([O:17][CH3:18])[C:14]([OH:16])=[O:15])=[CH:8][CH:7]=1.[CH:19]1([C:24]2[CH:29]=[CH:28][C:27](O)=[CH:26][CH:25]=2)[CH2:23][CH2:22][CH2:21][CH2:20]1, predict the reaction product. The product is: [CH:19]1([C:24]2[CH:25]=[CH:26][C:27]([O:1][CH2:2][CH2:3][CH2:4][O:5][C:6]3[CH:11]=[CH:10][C:9]([CH2:12][C@H:13]([O:17][CH3:18])[C:14]([OH:16])=[O:15])=[CH:8][CH:7]=3)=[CH:28][CH:29]=2)[CH2:20][CH2:21][CH2:22][CH2:23]1.